Predict the reactants needed to synthesize the given product. From a dataset of Full USPTO retrosynthesis dataset with 1.9M reactions from patents (1976-2016). (1) The reactants are: [F:1][C:2]1[CH:7]=[CH:6][C:5]([CH2:8]C#N)=[CH:4][CH:3]=1.[N:11]1[CH:16]=[CH:15][CH:14]=[CH:13][C:12]=1[C:17]([O:19]CC)=O.[O-]CC.[Na+].Cl. Given the product [F:1][C:2]1[CH:7]=[CH:6][C:5]([CH2:8][C:17]([C:12]2[CH:13]=[CH:14][CH:15]=[CH:16][N:11]=2)=[O:19])=[CH:4][CH:3]=1, predict the reactants needed to synthesize it. (2) Given the product [Cl:12][C:11]1[C:10](=[O:13])[N:17]([O:16][CH3:15])[C:7](=[O:9])[C:6]=1[Cl:5], predict the reactants needed to synthesize it. The reactants are: C([O-])C.[Na+].[Cl:5][C:6]1[C:7]([O:9][C:10](=[O:13])[C:11]=1[Cl:12])=O.Cl.[CH3:15][O:16][NH2:17].